Predict the reaction yield, written as a fraction of the theoretical maximum amount of product (1.0 means a 100% yield; for example, 0.34 means a 34% yield). From a dataset of Reaction yield outcomes from USPTO patents with 853,638 reactions. (1) The reactants are FC(F)(F)S(O[C:7]1[CH:8]=[C:9]2[C:14](=[CH:15][CH:16]=1)[N:13]=[C:12]([CH2:17][CH:18]([CH3:20])[CH3:19])[C:11]([CH2:21][NH:22][C:23]([O:25][C:26]([CH3:29])([CH3:28])[CH3:27])=[O:24])=[C:10]2[C:30]1[CH:35]=[CH:34][C:33]([CH3:36])=[CH:32][CH:31]=1)(=O)=O.C(N(CC)CC)C.[C:46]([O:50][CH2:51][CH3:52])(=[O:49])[CH:47]=[CH2:48].O. The catalyst is CN(C)C=O. The product is [C:26]([O:25][C:23]([NH:22][CH2:21][C:11]1[C:12]([CH2:17][CH:18]([CH3:20])[CH3:19])=[N:13][C:14]2[C:9]([C:10]=1[C:30]1[CH:35]=[CH:34][C:33]([CH3:36])=[CH:32][CH:31]=1)=[CH:8][C:7](/[CH:48]=[CH:47]/[C:46]([O:50][CH2:51][CH3:52])=[O:49])=[CH:16][CH:15]=2)=[O:24])([CH3:29])([CH3:28])[CH3:27]. The yield is 0.620. (2) The reactants are [CH:1]1([N:6]2[C:10]3[N:11]=[C:12]([NH:15][C:16]4[N:21]=[N:20][C:19](Cl)=[CH:18][CH:17]=4)[N:13]=[CH:14][C:9]=3[C:8]3[CH:23]=[CH:24][N:25]=[CH:26][C:7]2=3)[CH2:5][CH2:4][CH2:3][CH2:2]1.[N:27]1[CH:32]=[CH:31][C:30](B(O)O)=[CH:29][CH:28]=1.C1(P(C2CCCCC2)C2CCCCC2)CCCCC1.P([O-])([O-])([O-])=O.[K+].[K+].[K+]. The catalyst is O1CCOCC1.C1C=CC(/C=C/C(/C=C/C2C=CC=CC=2)=O)=CC=1.C1C=CC(/C=C/C(/C=C/C2C=CC=CC=2)=O)=CC=1.C1C=CC(/C=C/C(/C=C/C2C=CC=CC=2)=O)=CC=1.[Pd].[Pd]. The product is [CH:1]1([N:6]2[C:10]3[N:11]=[C:12]([NH:15][C:16]4[N:21]=[N:20][C:19]([C:30]5[CH:31]=[CH:32][N:27]=[CH:28][CH:29]=5)=[CH:18][CH:17]=4)[N:13]=[CH:14][C:9]=3[C:8]3[CH:23]=[CH:24][N:25]=[CH:26][C:7]2=3)[CH2:5][CH2:4][CH2:3][CH2:2]1. The yield is 0.280.